Dataset: Peptide-MHC class I binding affinity with 185,985 pairs from IEDB/IMGT. Task: Regression. Given a peptide amino acid sequence and an MHC pseudo amino acid sequence, predict their binding affinity value. This is MHC class I binding data. The peptide sequence is QHTPTSITL. The MHC is Mamu-A07 with pseudo-sequence Mamu-A07. The binding affinity (normalized) is 0.729.